From a dataset of Catalyst prediction with 721,799 reactions and 888 catalyst types from USPTO. Predict which catalyst facilitates the given reaction. (1) Reactant: C([O:3][C:4](=[O:36])[CH2:5][O:6][C:7]1[CH:12]=[CH:11][C:10]([S:13][C:14]2[CH:19]=[C:18]([C:20]#[C:21][C:22]3[CH:27]=[CH:26][CH:25]=[CH:24][CH:23]=3)[CH:17]=[C:16]([O:28][CH2:29][CH:30]3[CH2:34][CH2:33][CH2:32][CH2:31]3)[CH:15]=2)=[CH:9][C:8]=1[CH3:35])C.C(O)C.[OH-].[Na+].Cl. Product: [CH:30]1([CH2:29][O:28][C:16]2[CH:15]=[C:14]([S:13][C:10]3[CH:11]=[CH:12][C:7]([O:6][CH2:5][C:4]([OH:36])=[O:3])=[C:8]([CH3:35])[CH:9]=3)[CH:19]=[C:18]([C:20]#[C:21][C:22]3[CH:27]=[CH:26][CH:25]=[CH:24][CH:23]=3)[CH:17]=2)[CH2:34][CH2:33][CH2:32][CH2:31]1. The catalyst class is: 1. (2) Reactant: [CH3:1][NH:2][C:3]([C@@H:5]1[CH2:9][CH2:8][CH2:7][C@@H:6]1[NH:10][C:11]1[C:16]([Cl:17])=[CH:15][N:14]=[C:13](Cl)[N:12]=1)=[O:4].[NH2:19][C:20]1[C:36]([O:37][CH3:38])=[CH:35][C:23]2[CH2:24][CH2:25][N:26]([CH2:29][C:30]([N:32]([CH3:34])[CH3:33])=[O:31])[CH2:27][CH2:28][C:22]=2[CH:21]=1.C12(CS(O)(=O)=O)C(C)(C)C(CC1)CC2=O. Product: [CH3:1][NH:2][C:3]([C@@H:5]1[CH2:9][CH2:8][CH2:7][C@@H:6]1[NH:10][C:11]1[C:16]([Cl:17])=[CH:15][N:14]=[C:13]([NH:19][C:20]2[C:36]([O:37][CH3:38])=[CH:35][C:23]3[CH2:24][CH2:25][N:26]([CH2:29][C:30](=[O:31])[N:32]([CH3:33])[CH3:34])[CH2:27][CH2:28][C:22]=3[CH:21]=2)[N:12]=1)=[O:4]. The catalyst class is: 32. (3) Reactant: [CH:1](=O)[C:2]1[CH:7]=[CH:6][C:5]([O:8][CH3:9])=[CH:4][CH:3]=1.[CH3:11][C@H:12]([NH2:19])[C:13]1[CH:18]=[CH:17][CH:16]=[CH:15][CH:14]=1.O. Product: [CH3:9][O:8][C:5]1[CH:6]=[CH:7][C:2]([CH:1]=[N:19][C@H:12]([C:13]2[CH:18]=[CH:17][CH:16]=[CH:15][CH:14]=2)[CH3:11])=[CH:3][CH:4]=1. The catalyst class is: 11. (4) Product: [OH:3][NH:2][C:4]([C:6]([NH:9][C:10]([C:12]1[CH:21]=[CH:20][C:19]2[C:14](=[CH:15][CH:16]=[CH:17][CH:18]=2)[C:13]=1[O:22][CH2:23][C:24]1[CH:25]=[N:26][C:27]([C:30]([F:31])([F:33])[F:32])=[CH:28][CH:29]=1)=[O:11])([CH3:8])[CH3:7])=[NH:5]. Reactant: Cl.[NH2:2][OH:3].[C:4]([C:6]([NH:9][C:10]([C:12]1[CH:21]=[CH:20][C:19]2[C:14](=[CH:15][CH:16]=[CH:17][CH:18]=2)[C:13]=1[O:22][CH2:23][C:24]1[CH:25]=[N:26][C:27]([C:30]([F:33])([F:32])[F:31])=[CH:28][CH:29]=1)=[O:11])([CH3:8])[CH3:7])#[N:5].C(=O)([O-])[O-].[K+].[K+]. The catalyst class is: 162. (5) Reactant: [O:1]=[C:2]1[NH:7][C:6]2[CH:8]=[C:9]([C:12]([OH:14])=O)[CH:10]=[CH:11][C:5]=2[S:4][CH2:3]1.[CH3:15][O:16][C:17]1[CH:26]=[C:25]2[C:20]([N:21]=[CH:22][C:23]([S:27][CH2:28][CH2:29][N:30]3[CH2:35][CH2:34][CH:33]([NH:36][CH3:37])[CH2:32][CH2:31]3)=[N:24]2)=[CH:19][CH:18]=1.F[P-](F)(F)(F)(F)F.N1(OC(N(C)C)=[N+](C)C)C2N=CC=CC=2N=N1.C(N(CC)CC)C. Product: [CH3:15][O:16][C:17]1[CH:26]=[C:25]2[C:20]([N:21]=[CH:22][C:23]([S:27][CH2:28][CH2:29][N:30]3[CH2:31][CH2:32][CH:33]([N:36]([CH3:37])[C:12]([C:9]4[CH:10]=[CH:11][C:5]5[S:4][CH2:3][C:2](=[O:1])[NH:7][C:6]=5[CH:8]=4)=[O:14])[CH2:34][CH2:35]3)=[N:24]2)=[CH:19][CH:18]=1. The catalyst class is: 9. (6) Reactant: CN(C(ON1N=NC2C=CC=NC1=2)=[N+](C)C)C.F[P-](F)(F)(F)(F)F.[Br:25][C:26]1[CH:31]=[CH:30][C:29]([C:32](=[O:50])[CH2:33][NH:34][C:35]([CH2:37][NH:38][CH2:39][C:40]([NH:42][CH:43]([CH:47]([CH3:49])[CH3:48])[C:44](O)=[O:45])=[O:41])=[O:36])=[CH:28][CH:27]=1.CN1CCOCC1. Product: [Br:25][C:26]1[CH:31]=[CH:30][C:29]([C:32](=[O:50])[CH2:33][NH:34][C:35](=[O:36])[CH2:37][N:38]2[CH2:39][C:40](=[O:41])[NH:42][CH:43]([CH:47]([CH3:49])[CH3:48])[C:44]2=[O:45])=[CH:28][CH:27]=1. The catalyst class is: 3. (7) Reactant: CS[C:3](SC)=[C:4]1[C:13](=[O:14])[C:12]2[C:7](=[CH:8][CH:9]=[CH:10][CH:11]=2)[N:6]([NH:15][CH2:16][CH:17]2[CH2:19][CH2:18]2)[C:5]1=[O:20].[NH2:23][C:24]1[S:25][CH:26]=[C:27]([CH2:33][O:34][CH2:35][O:36][CH3:37])[C:28]=1[S:29]([NH2:32])(=[O:31])=[O:30]. Product: [CH:17]1([CH2:16][NH:15][N:6]2[C:7]3[C:12](=[CH:11][CH:10]=[CH:9][CH:8]=3)[C:13]([OH:14])=[C:4]([C:3]3[NH:23][C:24]4[S:25][CH:26]=[C:27]([CH2:33][O:34][CH2:35][O:36][CH3:37])[C:28]=4[S:29](=[O:31])(=[O:30])[N:32]=3)[C:5]2=[O:20])[CH2:18][CH2:19]1. The catalyst class is: 12.